Dataset: Forward reaction prediction with 1.9M reactions from USPTO patents (1976-2016). Task: Predict the product of the given reaction. (1) Given the reactants Cl.[CH:2]1([CH2:8][CH2:9][CH2:10][N:11]2[CH2:16][CH2:15][N:14]([C:17]3[CH:22]=[CH:21][C:20]([OH:23])=[C:19]([F:24])[CH:18]=3)[CH2:13][CH2:12]2)[CH2:7][CH2:6][CH2:5][CH2:4][CH2:3]1.C(=O)([O-])O.[Na+].[OH-].[Na+], predict the reaction product. The product is: [CH:2]1([CH2:8][CH2:9][CH2:10][N:11]2[CH2:16][CH2:15][N:14]([C:17]3[CH:22]=[CH:21][C:20]([OH:23])=[C:19]([F:24])[CH:18]=3)[CH2:13][CH2:12]2)[CH2:7][CH2:6][CH2:5][CH2:4][CH2:3]1. (2) Given the reactants [F:1][C:2]([F:24])([F:23])[C:3]1[CH:8]=[CH:7][C:6]([C:9]2[N:14]=[CH:13][C:12]([C:15](=[O:22])[CH2:16][CH2:17][CH2:18][CH2:19][CH2:20][CH3:21])=[CH:11][N:10]=2)=[CH:5][CH:4]=1.[BH4-].[Na+], predict the reaction product. The product is: [F:24][C:2]([F:1])([F:23])[C:3]1[CH:4]=[CH:5][C:6]([C:9]2[N:10]=[CH:11][C:12]([CH:15]([OH:22])[CH2:16][CH2:17][CH2:18][CH2:19][CH2:20][CH3:21])=[CH:13][N:14]=2)=[CH:7][CH:8]=1. (3) Given the reactants [CH3:1][C:2]([CH3:7])([CH3:6])[C:3]([NH2:5])=[O:4].C(Cl)(=O)[C:9](Cl)=[O:10].[NH2:14][C:15]1[N:20]=[C:19]([CH3:21])[C:18]([O:22][C:23]2[CH:28]=[CH:27][N:26]=[C:25]([NH:29][C:30]([N:32]3[CH2:36][CH2:35][CH2:34][CH2:33]3)=[O:31])[CH:24]=2)=[CH:17][CH:16]=1.N1C=CC=CC=1, predict the reaction product. The product is: [CH3:21][C:19]1[C:18]([O:22][C:23]2[CH:28]=[CH:27][N:26]=[C:25]([NH:29][C:30]([N:32]3[CH2:36][CH2:35][CH2:34][CH2:33]3)=[O:31])[CH:24]=2)=[CH:17][CH:16]=[C:15]([NH:14][C:9]([NH:5][C:3](=[O:4])[C:2]([CH3:7])([CH3:6])[CH3:1])=[O:10])[N:20]=1. (4) Given the reactants [OH:1][CH:2]1[CH2:7][CH2:6][N:5]([C:8]([O:10][C:11]([CH3:14])([CH3:13])[CH3:12])=[O:9])[CH2:4][CH2:3]1.[Cl:15][C:16]1[CH:21]=[C:20]([F:22])[CH:19]=[CH:18][C:17]=1O.N(C(OC(C)C)=O)=NC(OC(C)C)=O.C1(P(C2C=CC=CC=2)C2C=CC=CC=2)C=CC=CC=1, predict the reaction product. The product is: [C:11]([O:10][C:8]([N:5]1[CH2:4][CH2:3][CH:2]([O:1][C:17]2[CH:18]=[CH:19][C:20]([F:22])=[CH:21][C:16]=2[Cl:15])[CH2:7][CH2:6]1)=[O:9])([CH3:14])([CH3:13])[CH3:12]. (5) Given the reactants [CH:1]1([N:4]2[C:8]([CH3:9])=[C:7]([C:10]#[CH:11])[N:6]=[C:5]2[CH3:12])[CH2:3][CH2:2]1.[Cl:13][C:14]1[CH:19]=[C:18](I)[CH:17]=[CH:16][N:15]=1, predict the reaction product. The product is: [Cl:13][C:14]1[CH:19]=[C:18]([C:11]#[C:10][C:7]2[N:6]=[C:5]([CH3:12])[N:4]([CH:1]3[CH2:3][CH2:2]3)[C:8]=2[CH3:9])[CH:17]=[CH:16][N:15]=1. (6) Given the reactants [Cl:1][C:2]1[CH:3]=[C:4]2[C:9](=[CH:10][C:11]=1[N:12]1[CH2:17][C:16]3[C:18]([CH:33]4[CH2:35][CH2:34]4)=[N:19][C:20]([C:22]4[N:26](C5CCCCO5)[N:25]=[CH:24][CH:23]=4)=[CH:21][C:15]=3[NH:14][C:13]1=[O:36])[O:8][CH:7]([C:37]1[C:42]([F:43])=[CH:41][CH:40]=[CH:39][N:38]=1)[CH2:6][CH2:5]2.Cl.C(=O)([O-])O.[Na+], predict the reaction product. The product is: [Cl:1][C:2]1[CH:3]=[C:4]2[C:9](=[CH:10][C:11]=1[N:12]1[CH2:17][C:16]3[C:18]([CH:33]4[CH2:34][CH2:35]4)=[N:19][C:20]([C:22]4[NH:26][N:25]=[CH:24][CH:23]=4)=[CH:21][C:15]=3[NH:14][C:13]1=[O:36])[O:8][CH:7]([C:37]1[C:42]([F:43])=[CH:41][CH:40]=[CH:39][N:38]=1)[CH2:6][CH2:5]2.